Predict the reaction yield, written as a fraction of the theoretical maximum amount of product (1.0 means a 100% yield; for example, 0.34 means a 34% yield). From a dataset of Reaction yield outcomes from USPTO patents with 853,638 reactions. (1) The reactants are Cl.[Cl:2][C:3]1[N:4]=[C:5]([C:10]([NH:12][C@H:13]2[CH2:18][CH2:17][NH:16][CH2:15][C@H:14]2[O:19][CH2:20][CH3:21])=[O:11])[NH:6][C:7]=1[CH2:8][CH3:9].Cl[C:23]1[CH:28]=[CH:27][N:26]([C:29]2[S:30][C:31]([C:35]([O:37][CH2:38][CH3:39])=[O:36])=[C:32]([CH3:34])[N:33]=2)[C:25](=[O:40])[CH:24]=1.C(=O)([O-])[O-].[Na+].[Na+]. The catalyst is CS(C)=O. The product is [Cl:2][C:3]1[N:4]=[C:5]([C:10]([NH:12][C@H:13]2[CH2:18][CH2:17][N:16]([C:23]3[CH:28]=[CH:27][N:26]([C:29]4[S:30][C:31]([C:35]([O:37][CH2:38][CH3:39])=[O:36])=[C:32]([CH3:34])[N:33]=4)[C:25](=[O:40])[CH:24]=3)[CH2:15][C@H:14]2[O:19][CH2:20][CH3:21])=[O:11])[NH:6][C:7]=1[CH2:8][CH3:9]. The yield is 0.0600. (2) The product is [CH:1]1[C:10]2[C:5](=[CH:6][CH:7]=[CH:8][CH:9]=2)[CH:4]=[CH:3][C:2]=1[N:11]([C:12]1[CH:17]=[CH:16][C:15]([N:18]([C:36]2[CH:41]=[CH:40][C:39]([N:18]([C:19]3[CH:28]=[CH:27][C:26]4[C:21](=[CH:22][CH:23]=[CH:24][CH:25]=4)[CH:20]=3)[C:15]3[CH:14]=[CH:13][C:12]([N:11]([C:2]4[CH:3]=[CH:4][CH:5]=[CH:10][CH:1]=4)[C:29]4[CH:30]=[CH:31][C:47]5[C:44](=[CH:45][CH:6]=[CH:7][CH:8]=5)[CH:43]=4)=[CH:17][CH:16]=3)=[CH:38][CH:37]=2)[C:19]2[CH:28]=[CH:27][C:26]3[C:21](=[CH:22][CH:23]=[CH:24][CH:25]=3)[CH:20]=2)=[CH:14][CH:13]=1)[C:29]1[CH:30]=[CH:31][CH:32]=[CH:33][CH:34]=1. The reactants are [CH:1]1[C:10]2[C:5](=[CH:6][CH:7]=[CH:8][CH:9]=2)[CH:4]=[CH:3][C:2]=1[N:11]([C:29]1[CH:34]=[CH:33][CH:32]=[CH:31][CH:30]=1)[C:12]1[CH:17]=[CH:16][C:15]([NH:18][C:19]2[CH:28]=[CH:27][C:26]3[C:21](=[CH:22][CH:23]=[CH:24][CH:25]=3)[CH:20]=2)=[CH:14][CH:13]=1.Br[C:36]1[CH:41]=[CH:40][C:39](Br)=[CH:38][CH:37]=1.[CH3:43][C:44]([CH3:47])([O-])[CH3:45].[Na+]. The yield is 0.360. The catalyst is CC1C=CC=CC=1C.C([O-])(=O)C.[Pd+2].C([O-])(=O)C.C(P(C(C)(C)C)C(C)(C)C)(C)(C)C. (3) The reactants are [CH3:1][O:2][C:3]1[CH:4]=[C:5]2[C:10](=[CH:11][C:12]=1[O:13][CH3:14])[N:9]=[CH:8][N:7]=[C:6]2[N:15]1[CH2:20][CH:19]([C:21]2[CH:30]=[CH:29][C:28]3[C:23](=[CH:24][CH:25]=[CH:26][CH:27]=3)[CH:22]=2)[CH2:18][CH:17]([OH:31])[CH2:16]1.[H-].[Na+].S(OCC)(O[CH2:38][CH3:39])(=O)=O. The catalyst is CN(C)C=O. The product is [CH2:38]([O:31][CH:17]1[CH2:18][CH:19]([C:21]2[CH:30]=[CH:29][C:28]3[C:23](=[CH:24][CH:25]=[CH:26][CH:27]=3)[CH:22]=2)[CH2:20][N:15]([C:6]2[C:5]3[C:10](=[CH:11][C:12]([O:13][CH3:14])=[C:3]([O:2][CH3:1])[CH:4]=3)[N:9]=[CH:8][N:7]=2)[CH2:16]1)[CH3:39]. The yield is 0.720. (4) The reactants are [F:1][C:2]1([F:30])[CH2:7][CH2:6][N:5]([C:8]([C:10]2[NH:11][C:12]3[C:17]([CH:18]=2)=[CH:16][C:15]([C:19]([N:21]2[CH2:26][CH2:25][CH:24]([N:27]([CH3:29])[CH3:28])[CH2:23][CH2:22]2)=[O:20])=[CH:14][CH:13]=3)=[O:9])[CH2:4][CH2:3]1.[Cl:31][C:32]1[CH:33]=[C:34](B(O)O)[CH:35]=[CH:36][CH:37]=1.N1C=CC=CC=1. The catalyst is ClCCl.C([O-])(=O)C.[Cu+2].C([O-])(=O)C. The product is [Cl:31][C:32]1[CH:37]=[C:36]([N:11]2[C:12]3[C:17](=[CH:16][C:15]([C:19]([N:21]4[CH2:26][CH2:25][CH:24]([N:27]([CH3:28])[CH3:29])[CH2:23][CH2:22]4)=[O:20])=[CH:14][CH:13]=3)[CH:18]=[C:10]2[C:8]([N:5]2[CH2:6][CH2:7][C:2]([F:1])([F:30])[CH2:3][CH2:4]2)=[O:9])[CH:35]=[CH:34][CH:33]=1. The yield is 0.280. (5) The reactants are [CH3:1][C:2]1([CH3:15])[C:14]2[CH:13]=[CH:12][CH:11]=[CH:10][C:9]=2[C:8]2[C:3]1=[CH:4][CH:5]=[CH:6][CH:7]=2.[C:16]1(=[O:26])[O:21][C:19](=[O:20])[C:18]2=[CH:22][CH:23]=[CH:24][CH:25]=[C:17]12.[Cl-].[Al+3].[Cl-].[Cl-]. The catalyst is ClCCl. The product is [CH3:1][C:2]1([CH3:15])[C:3]2[CH:4]=[C:5]([C:16]([C:17]3[CH:25]=[CH:24][CH:23]=[CH:22][C:18]=3[C:19]([OH:21])=[O:20])=[O:26])[CH:6]=[CH:7][C:8]=2[C:9]2[C:14]1=[CH:13][CH:12]=[CH:11][CH:10]=2. The yield is 0.820. (6) The reactants are O[C:2]1[N:9]=[C:8]([C:10]([F:13])([F:12])[F:11])[CH:7]=[CH:6][C:3]=1[C:4]#[N:5].P(Cl)(Cl)(Cl)(Cl)[Cl:15]. The catalyst is P(Cl)(Cl)(Cl)=O. The product is [Cl:15][C:2]1[N:9]=[C:8]([C:10]([F:13])([F:12])[F:11])[CH:7]=[CH:6][C:3]=1[C:4]#[N:5]. The yield is 0.730. (7) The reactants are [CH3:1][O:2][C:3]1[CH:4]=[C:5]([CH2:23][C:24]([O:26]CC)=[O:25])[CH:6]=[CH:7][C:8]=1[O:9][CH2:10][C:11]1[N:12]=[C:13]([C:17]2[CH:22]=[CH:21][CH:20]=[CH:19][CH:18]=2)[O:14][C:15]=1[CH3:16].[OH-].[Na+].O1CCCC1.Cl. The catalyst is C(O)C. The product is [CH3:1][O:2][C:3]1[CH:4]=[C:5]([CH2:23][C:24]([OH:26])=[O:25])[CH:6]=[CH:7][C:8]=1[O:9][CH2:10][C:11]1[N:12]=[C:13]([C:17]2[CH:18]=[CH:19][CH:20]=[CH:21][CH:22]=2)[O:14][C:15]=1[CH3:16]. The yield is 0.850.